This data is from Full USPTO retrosynthesis dataset with 1.9M reactions from patents (1976-2016). The task is: Predict the reactants needed to synthesize the given product. The reactants are: [C:1]([NH:4][C@H:5]([C:14]([OH:16])=[O:15])[CH2:6][C:7]1[CH:12]=[CH:11][C:10]([OH:13])=[CH:9][CH:8]=1)(=[O:3])[CH3:2].C(N(C(C)C)C(C)C)C.CS(O[CH2:31][CH2:32][C:33]1[CH:38]=[CH:37][C:36]([CH2:39][CH3:40])=[CH:35][N:34]=1)(=O)=O. Given the product [C:1]([NH:4][CH:5]([CH2:6][C:7]1[CH:12]=[CH:11][C:10]([O:13][CH2:31][CH2:32][C:33]2[CH:38]=[CH:37][C:36]([CH2:39][CH3:40])=[CH:35][N:34]=2)=[CH:9][CH:8]=1)[C:14]([OH:16])=[O:15])(=[O:3])[CH3:2], predict the reactants needed to synthesize it.